Predict the reaction yield, written as a fraction of the theoretical maximum amount of product (1.0 means a 100% yield; for example, 0.34 means a 34% yield). From a dataset of Reaction yield outcomes from USPTO patents with 853,638 reactions. (1) The reactants are C([O:7][CH2:8][C:9]1[CH:14]=[C:13]([C:15]2[N:24]=[CH:23][C:22]3[C:21]([N:25]4[CH2:30][CH2:29][O:28][CH2:27][CH2:26]4)=[N:20][C:19]([N:31]4[CH2:36][CH2:35][O:34][CH2:33][CH2:32]4)=[N:18][C:17]=3[CH:16]=2)[CH:12]=[CH:11][C:10]=1[O:37][CH3:38])(=O)C(C)(C)C.[OH-].[K+]. The catalyst is O1CCCC1. The product is [N:31]1([C:19]2[N:20]=[C:21]([N:25]3[CH2:26][CH2:27][O:28][CH2:29][CH2:30]3)[C:22]3[CH:23]=[N:24][C:15]([C:13]4[CH:12]=[CH:11][C:10]([O:37][CH3:38])=[C:9]([CH2:8][OH:7])[CH:14]=4)=[CH:16][C:17]=3[N:18]=2)[CH2:36][CH2:35][O:34][CH2:33][CH2:32]1. The yield is 0.470. (2) The reactants are Cl.[CH3:2][S:3]([CH:6]1[CH2:11][CH2:10][NH:9][CH2:8][CH2:7]1)(=[O:5])=[O:4].Br[CH2:13][CH2:14][OH:15].C(=O)([O-])[O-].[K+].[K+]. The catalyst is C(#N)C. The product is [CH3:2][S:3]([CH:6]1[CH2:11][CH2:10][N:9]([CH2:13][CH2:14][OH:15])[CH2:8][CH2:7]1)(=[O:5])=[O:4]. The yield is 0.660.